The task is: Regression. Given two drug SMILES strings and cell line genomic features, predict the synergy score measuring deviation from expected non-interaction effect.. This data is from NCI-60 drug combinations with 297,098 pairs across 59 cell lines. (1) Drug 1: CCC1=C2CN3C(=CC4=C(C3=O)COC(=O)C4(CC)O)C2=NC5=C1C=C(C=C5)O. Drug 2: B(C(CC(C)C)NC(=O)C(CC1=CC=CC=C1)NC(=O)C2=NC=CN=C2)(O)O. Cell line: OVCAR3. Synergy scores: CSS=80.5, Synergy_ZIP=3.39, Synergy_Bliss=2.83, Synergy_Loewe=1.68, Synergy_HSA=4.20. (2) Drug 1: C1=NC2=C(N1)C(=S)N=CN2. Drug 2: COCCOC1=C(C=C2C(=C1)C(=NC=N2)NC3=CC=CC(=C3)C#C)OCCOC.Cl. Cell line: KM12. Synergy scores: CSS=37.0, Synergy_ZIP=-9.41, Synergy_Bliss=1.23, Synergy_Loewe=-2.55, Synergy_HSA=2.48. (3) Drug 1: C1=NC2=C(N=C(N=C2N1C3C(C(C(O3)CO)O)O)F)N. Drug 2: C1=CN(C=N1)CC(O)(P(=O)(O)O)P(=O)(O)O. Cell line: NCI-H460. Synergy scores: CSS=0.453, Synergy_ZIP=-0.0135, Synergy_Bliss=0.130, Synergy_Loewe=0.238, Synergy_HSA=-0.801. (4) Drug 1: CC(CN1CC(=O)NC(=O)C1)N2CC(=O)NC(=O)C2. Drug 2: CC1=C(C=C(C=C1)NC(=O)C2=CC=C(C=C2)CN3CCN(CC3)C)NC4=NC=CC(=N4)C5=CN=CC=C5. Cell line: HS 578T. Synergy scores: CSS=3.07, Synergy_ZIP=-2.58, Synergy_Bliss=-4.15, Synergy_Loewe=-5.54, Synergy_HSA=-4.26. (5) Drug 1: CN(CC1=CN=C2C(=N1)C(=NC(=N2)N)N)C3=CC=C(C=C3)C(=O)NC(CCC(=O)O)C(=O)O. Drug 2: CCCCCOC(=O)NC1=NC(=O)N(C=C1F)C2C(C(C(O2)C)O)O. Cell line: OVCAR-5. Synergy scores: CSS=-1.25, Synergy_ZIP=-1.16, Synergy_Bliss=-2.51, Synergy_Loewe=-7.72, Synergy_HSA=-4.14.